This data is from Forward reaction prediction with 1.9M reactions from USPTO patents (1976-2016). The task is: Predict the product of the given reaction. (1) Given the reactants [F:1][C:2]1[CH:3]=[C:4]([CH:54]=[CH:55][C:56]=1[F:57])[CH2:5][NH:6][C:7](=[O:53])[C:8]1[CH:13]=[CH:12][CH:11]=[N:10][C:9]=1[NH:14][CH2:15][C:16]1[S:17][C:18]([C:21]2[C:29]3[C:28]([NH:30]CC4C(OC)=CC(OC)=CC=4OC)=[N:27][CH:26]=[N:25][C:24]=3[N:23](S(C3C=CC=CC=3)(=O)=O)[CH:22]=2)=[CH:19][CH:20]=1.C(=O)([O-])[O-].[K+].[K+].CO, predict the reaction product. The product is: [NH2:30][C:28]1[C:29]2[C:21]([C:18]3[S:17][C:16]([CH2:15][NH:14][C:9]4[N:10]=[CH:11][CH:12]=[CH:13][C:8]=4[C:7]([NH:6][CH2:5][C:4]4[CH:54]=[CH:55][C:56]([F:57])=[C:2]([F:1])[CH:3]=4)=[O:53])=[CH:20][CH:19]=3)=[CH:22][NH:23][C:24]=2[N:25]=[CH:26][N:27]=1. (2) Given the reactants [O:1]([CH2:8][C:9]1[CH:13]=[C:12]([C:14]([O:16]CC)=O)[NH:11][N:10]=1)[C:2]1[CH:7]=[CH:6][CH:5]=[CH:4][CH:3]=1.C(OC(=O)[NH:25][CH2:26][CH:27](O)[CH3:28])(C)(C)C, predict the reaction product. The product is: [CH3:28][CH:27]1[N:11]2[N:10]=[C:9]([CH2:8][O:1][C:2]3[CH:3]=[CH:4][CH:5]=[CH:6][CH:7]=3)[CH:13]=[C:12]2[C:14](=[O:16])[NH:25][CH2:26]1. (3) The product is: [CH3:25][C:6]1[CH:5]=[C:4]([CH:9]=[C:8]([CH3:10])[C:7]=1[CH2:11][C:12]1[CH:17]=[CH:16][C:15]([OH:18])=[C:14]([CH:22]([CH3:23])[CH3:24])[CH:13]=1)[CH2:3][OH:2]. Given the reactants C[O:2][C:3](=O)[C:4]1[CH:9]=[C:8]([CH3:10])[C:7]([CH2:11][C:12]2[CH:17]=[CH:16][C:15]([O:18]COC)=[C:14]([CH:22]([CH3:24])[CH3:23])[CH:13]=2)=[C:6]([CH3:25])[CH:5]=1.Cl.O1CCOCC1.CC(C[AlH]CC(C)C)C, predict the reaction product. (4) Given the reactants CC1C=CC(S([O:11][CH2:12][CH2:13][O:14][CH:15]2[CH2:20][CH2:19][N:18](C(OCC3C=CC=CC=3)=O)[CH2:17][CH2:16]2)(=O)=O)=CC=1.[O:31]1[CH2:35][CH2:34][C@H:33](O)[CH2:32]1, predict the reaction product. The product is: [O:31]1[CH2:35][CH2:34][C@H:33]([O:11][CH2:12][CH2:13][O:14][CH:15]2[CH2:16][CH2:17][NH:18][CH2:19][CH2:20]2)[CH2:32]1. (5) Given the reactants [Br:1][C:2]1[CH:3]=[C:4](/[CH:10]=[CH:11]/[C:12]([OH:14])=O)[CH:5]=[CH:6][C:7]=1[O:8][CH3:9].C(Cl)(=O)C(Cl)=O.[CH2:21]([O:28][C:29]1[CH:30]=[C:31]([CH2:37][CH2:38][NH2:39])[CH:32]=[CH:33][C:34]=1[O:35][CH3:36])[C:22]1[CH:27]=[CH:26][CH:25]=[CH:24][CH:23]=1.CCN(C(C)C)C(C)C, predict the reaction product. The product is: [CH2:21]([O:28][C:29]1[CH:30]=[C:31]([CH2:37][CH2:38][NH:39][C:12](=[O:14])/[CH:11]=[CH:10]/[C:4]2[CH:5]=[CH:6][C:7]([O:8][CH3:9])=[C:2]([Br:1])[CH:3]=2)[CH:32]=[CH:33][C:34]=1[O:35][CH3:36])[C:22]1[CH:23]=[CH:24][CH:25]=[CH:26][CH:27]=1. (6) The product is: [CH3:9][O:8][C:5]1[CH:4]=[C:3]([CH:10]=[O:11])[C:2]([C:17]2[N:18]=[CH:19][N:20]([C:22]([C:23]3[CH:28]=[CH:27][CH:26]=[CH:25][CH:24]=3)([C:35]3[CH:36]=[CH:37][CH:38]=[CH:39][CH:40]=3)[C:29]3[CH:30]=[CH:31][CH:32]=[CH:33][CH:34]=3)[CH:21]=2)=[CH:7][N:6]=1. Given the reactants Br[C:2]1[C:3]([CH:10]=[O:11])=[CH:4][C:5]([O:8][CH3:9])=[N:6][CH:7]=1.C([Sn](CCCC)(CCCC)[C:17]1[N:18]=[CH:19][N:20]([C:22]([C:35]2[CH:40]=[CH:39][CH:38]=[CH:37][CH:36]=2)([C:29]2[CH:34]=[CH:33][CH:32]=[CH:31][CH:30]=2)[C:23]2[CH:28]=[CH:27][CH:26]=[CH:25][CH:24]=2)[CH:21]=1)CCC, predict the reaction product. (7) Given the reactants [NH:1]1[C:9]2[CH:8]=[CH:7][CH:6]=[C:5]([CH:10]=O)[C:4]=2[CH:3]=[CH:2]1.[CH3:12][CH:13]([CH3:29])[C:14]([NH:16][C:17]1[CH:22]=[CH:21][CH:20]=[C:19]([CH:23]2[CH2:28][CH2:27][NH:26][CH2:25][CH2:24]2)[CH:18]=1)=[O:15], predict the reaction product. The product is: [NH:1]1[C:9]2[C:4](=[C:5]([CH2:10][N:26]3[CH2:27][CH2:28][CH:23]([C:19]4[CH:18]=[C:17]([NH:16][C:14](=[O:15])[CH:13]([CH3:12])[CH3:29])[CH:22]=[CH:21][CH:20]=4)[CH2:24][CH2:25]3)[CH:6]=[CH:7][CH:8]=2)[CH:3]=[CH:2]1. (8) Given the reactants [F:1][C:2]1([F:17])[CH2:5][CH:4]([NH:6][C:7]2[N:16]=[CH:15][CH:14]=[CH:13][C:8]=2[C:9]([O:11]C)=[O:10])[CH2:3]1.[OH-].[K+], predict the reaction product. The product is: [F:17][C:2]1([F:1])[CH2:3][CH:4]([NH:6][C:7]2[N:16]=[CH:15][CH:14]=[CH:13][C:8]=2[C:9]([OH:11])=[O:10])[CH2:5]1. (9) Given the reactants [C:1]([O:5][C:6]([NH:8][C@@H:9]1[CH2:12][C@H:11]([C:13]([OH:15])=O)[C:10]1([CH3:17])[CH3:16])=[O:7])([CH3:4])([CH3:3])[CH3:2].[CH:18]1[CH:19]=[CH:20]C2N(O)N=[N:24][C:22]=2[CH:23]=1.C(N(CC)CC)C.N1CCCCC1, predict the reaction product. The product is: [CH3:16][C:10]1([CH3:17])[C@@H:11]([C:13]([N:24]2[CH2:20][CH2:19][CH2:18][CH2:23][CH2:22]2)=[O:15])[CH2:12][C@H:9]1[NH:8][C:6](=[O:7])[O:5][C:1]([CH3:2])([CH3:3])[CH3:4]. (10) Given the reactants [CH3:1][C:2]12[C:8]([CH3:10])([CH3:9])[C:5]([C:11]([O:13][CH2:14][C@H:15]3[C@@H:17]([CH2:18][O:19][CH3:20])[C@@:16]3([CH3:35])[C:21]3[CH:30]=[CH:29][C:28]4[C:27]([CH3:32])([CH3:31])[CH2:26][CH2:25][C:24]([CH3:34])([CH3:33])[C:23]=4[CH:22]=3)=[O:12])([CH2:6][CH2:7]1)[O:4][C:3]2=[O:36].CC12C(C)(C)C(C(OC[C@@H]3[C@H](COC)[C@]3(C)C3C=CC4C(C)(C)CCC(C)(C)C=4C=3)=O)(CC1)OC2=O.COCC1[C@@H](CO)C1(C)C1C=CC2C(C)(C)CCC(C)(C)C=2C=1.CCOC(C)=O, predict the reaction product. The product is: [CH3:1][C:2]12[C:8]([CH3:9])([CH3:10])[C:5]([C:11]([O:13][CH2:14][C@H:15]3[C@H:17]([CH2:18][O:19][CH3:20])[C@@:16]3([CH3:35])[C:21]3[CH:30]=[CH:29][C:28]4[C:27]([CH3:32])([CH3:31])[CH2:26][CH2:25][C:24]([CH3:34])([CH3:33])[C:23]=4[CH:22]=3)=[O:12])([CH2:6][CH2:7]1)[O:4][C:3]2=[O:36].